This data is from Catalyst prediction with 721,799 reactions and 888 catalyst types from USPTO. The task is: Predict which catalyst facilitates the given reaction. (1) Reactant: C(N(C(C)C)C(Cl)=O)(C)C.[CH:11]([N:14]([C:18]([N:20]=[C:21]=[S:22])=[O:19])[CH:15]([CH3:17])[CH3:16])([CH3:13])[CH3:12].[CH3:23][O:24][C:25]1[CH:26]=[C:27]2[C:32](=[CH:33][C:34]=1[O:35][CH3:36])[N:31]=[CH:30][CH:29]=[C:28]2[O:37][C:38]1[CH:44]=[CH:43][C:41]([NH2:42])=[CH:40][CH:39]=1.C1(C)C=CC=CC=1. Product: [CH:11]([N:14]([C:18]([N:20]=[C:21]=[S:22])=[O:19])[CH:15]([CH3:17])[CH3:16])([CH3:12])[CH3:13].[CH3:23][O:24][C:25]1[CH:26]=[C:27]2[C:32](=[CH:33][C:34]=1[O:35][CH3:36])[N:31]=[CH:30][CH:29]=[C:28]2[O:37][C:38]1[CH:39]=[CH:40][C:41]([NH:42][C:21]([NH:20][C:18]([N:14]([CH:15]([CH3:17])[CH3:16])[CH:11]([CH3:12])[CH3:13])=[O:19])=[S:22])=[CH:43][CH:44]=1. The catalyst class is: 8. (2) The catalyst class is: 57. Product: [NH2:1][C:2]1[N:7]=[C:6]([C:8]2[O:9][CH:10]=[CH:11][CH:12]=2)[C:5]([C:13]#[N:14])=[C:4]([NH:25][CH2:24][C:23]2[CH:26]=[CH:27][C:20]([O:19][CH3:18])=[CH:21][CH:22]=2)[N:3]=1. Reactant: [NH2:1][C:2]1[N:7]=[C:6]([C:8]2[O:9][CH:10]=[CH:11][CH:12]=2)[C:5]([C:13]#[N:14])=[C:4](S(C)=O)[N:3]=1.[CH3:18][O:19][C:20]1[CH:27]=[CH:26][C:23]([CH2:24][NH2:25])=[CH:22][CH:21]=1. (3) Reactant: [CH3:1][C:2]1[N:3]=[C:4]2[CH:9]=[CH:8][C:7]([NH:10][C:11]([C:13]3[CH:14]=[CH:15][C:16]([C:19]4[CH2:24][CH2:23][N:22](C(OC(C)(C)C)=O)[CH2:21][CH:20]=4)=[N:17][CH:18]=3)=[O:12])=[CH:6][N:5]2[CH:32]=1.[ClH:33]. Product: [ClH:33].[CH3:1][C:2]1[N:3]=[C:4]2[CH:9]=[CH:8][C:7]([NH:10][C:11](=[O:12])[C:13]3[CH:14]=[CH:15][C:16]([C:19]4[CH2:24][CH2:23][NH:22][CH2:21][CH:20]=4)=[N:17][CH:18]=3)=[CH:6][N:5]2[CH:32]=1. The catalyst class is: 5.